This data is from Full USPTO retrosynthesis dataset with 1.9M reactions from patents (1976-2016). The task is: Predict the reactants needed to synthesize the given product. (1) Given the product [Cl:28][C:26]1[CH:25]=[C:24]([F:29])[C:23]([C:30]2[N:34]=[C:33]([CH3:35])[O:32][N:31]=2)=[C:22]([C:18]2[CH:19]=[N:20][C:21]3[CH:13]([NH:12][C:11]([C:8]4([NH2:7])[CH2:10][CH2:9]4)=[O:36])[CH2:14][CH2:15][C:16]=3[CH:17]=2)[CH:27]=1, predict the reactants needed to synthesize it. The reactants are: C(OC(=O)[NH:7][C:8]1([C:11](=[O:36])[NH:12][CH:13]2[C:21]3[N:20]=[CH:19][C:18]([C:22]4[CH:27]=[C:26]([Cl:28])[CH:25]=[C:24]([F:29])[C:23]=4[C:30]4[N:34]=[C:33]([CH3:35])[O:32][N:31]=4)=[CH:17][C:16]=3[CH2:15][CH2:14]2)[CH2:10][CH2:9]1)(C)(C)C.FC(F)(F)C(O)=O. (2) Given the product [C:1]([C:3]1[CH:4]=[C:5]([CH:9]=[CH:10][C:11]=1[O:12][CH:13]([CH3:15])[CH3:14])[C:6]([NH:29][NH2:30])=[O:7])#[N:2], predict the reactants needed to synthesize it. The reactants are: [C:1]([C:3]1[CH:4]=[C:5]([CH:9]=[CH:10][C:11]=1[O:12][CH:13]([CH3:15])[CH3:14])[C:6](O)=[O:7])#[N:2].C(N1C=CN=C1)(N1C=CN=C1)=O.O.[NH2:29][NH2:30]. (3) Given the product [OH:1][C:2]1[C:3]([CH3:18])=[C:4]2[C:9](=[C:10]([CH3:13])[C:11]=1[CH3:12])[O:8][C:7]([CH3:17])([C:14]([N:21]([CH3:22])[CH3:20])=[O:15])[CH2:6][CH2:5]2, predict the reactants needed to synthesize it. The reactants are: [OH:1][C:2]1[C:3]([CH3:18])=[C:4]2[C:9](=[C:10]([CH3:13])[C:11]=1[CH3:12])[O:8][C:7]([CH3:17])([C:14](O)=[O:15])[CH2:6][CH2:5]2.C1N=[CH:22][N:21](C(N2C=NC=C2)=O)[CH:20]=1.C1COCC1. (4) Given the product [OH:8][C:9]1[C:17]2[O:16][C:15]([CH3:18])([CH3:19])[C:14](=[O:20])[C:13]=2[C:12]([CH3:21])=[C:11]([N:22]2[CH2:27][CH2:26][N:25]([C:28]3[CH:33]=[CH:32][C:31]([O:34][CH3:35])=[CH:30][CH:29]=3)[CH2:24][CH2:23]2)[C:10]=1[CH3:36], predict the reactants needed to synthesize it. The reactants are: Cl.C(O)C.COC[O:8][C:9]1[C:17]2[O:16][C:15]([CH3:19])([CH3:18])[C:14](=[O:20])[C:13]=2[C:12]([CH3:21])=[C:11]([N:22]2[CH2:27][CH2:26][N:25]([C:28]3[CH:33]=[CH:32][C:31]([O:34][CH3:35])=[CH:30][CH:29]=3)[CH2:24][CH2:23]2)[C:10]=1[CH3:36].O.C(=O)(O)[O-].[Na+]. (5) Given the product [Cl:1][C:2]1[CH:3]=[C:4]([C:18]2[CH:19]=[CH:20][N:21]=[C:16]([Cl:15])[N:17]=2)[CH:5]=[CH:6][C:7]=1[Cl:8], predict the reactants needed to synthesize it. The reactants are: [Cl:1][C:2]1[CH:3]=[C:4](Br)[CH:5]=[CH:6][C:7]=1[Cl:8].C([Li])(C)(C)C.[Cl:15][C:16]1[N:21]=[CH:20][CH:19]=[CH:18][N:17]=1.C(C1C(=O)C(Cl)=C(Cl)C(=O)C=1C#N)#N. (6) Given the product [NH2:1][C:2]1[N:7]=[C:6]([N:8]2[C@H:13]([CH3:14])[CH2:12][CH2:11][C@H:10]([C:15]([NH:17][C@@H:18]([CH:20]3[CH2:25][CH2:24][CH2:23][CH2:22][CH2:21]3)[CH3:19])=[O:16])[CH2:9]2)[CH:5]=[C:4]([C:26]2[CH:27]=[C:28]3[C:29]([C:32]([NH2:33])=[N:47][NH:48]3)=[CH:30][CH:31]=2)[N:3]=1, predict the reactants needed to synthesize it. The reactants are: [NH2:1][C:2]1[N:7]=[C:6]([N:8]2[C@H:13]([CH3:14])[CH2:12][CH2:11][C@H:10]([C:15]([NH:17][C@@H:18]([CH:20]3[CH2:25][CH2:24][CH2:23][CH2:22][CH2:21]3)[CH3:19])=[O:16])[CH2:9]2)[CH:5]=[C:4]([C:26]2[CH:31]=[CH:30][C:29]([C:32]#[N:33])=[C:28](F)[CH:27]=2)[N:3]=1.CCO.CCN(C(C)C)C(C)C.[NH2:47][NH2:48].